Predict the reaction yield, written as a fraction of the theoretical maximum amount of product (1.0 means a 100% yield; for example, 0.34 means a 34% yield). From a dataset of Reaction yield outcomes from USPTO patents with 853,638 reactions. (1) The reactants are [CH3:1][C:2]1[CH:10]=[C:9]([CH3:11])[CH:8]=[CH:7][C:3]=1[C:4]([OH:6])=[O:5].[I:12]([O-])(=O)(=O)=O.[Na+].II.S(=O)(=O)(O)O.[O-]S([O-])(=S)=O.[Na+].[Na+]. The catalyst is C(O)(=O)C.O. The product is [I:12][C:8]1[C:9]([CH3:11])=[CH:10][C:2]([CH3:1])=[C:3]([CH:7]=1)[C:4]([OH:6])=[O:5]. The yield is 0.820. (2) The reactants are [N+:1]([C:4]1[CH:12]=[C:11]2[C:7]([CH:8]=[CH:9][NH:10]2)=[CH:6][CH:5]=1)([O-:3])=[O:2].[C:13]([O-])([O-])=O.[K+].[K+].CI.O. The catalyst is CN(C=O)C. The product is [CH3:13][N:10]1[C:11]2[C:7](=[CH:6][CH:5]=[C:4]([N+:1]([O-:3])=[O:2])[CH:12]=2)[CH:8]=[CH:9]1. The yield is 0.980. (3) The reactants are [C:1]([O:5][C:6](=[O:28])[NH:7][C:8]1[C:17]([CH3:18])=[C:16]2[C:11]([CH2:12][CH2:13][C@H:14]([C:19]([CH3:27])([CH3:26])[O:20][SiH2:21][C:22]([CH3:25])([CH3:24])[CH3:23])[O:15]2)=[CH:10][CH:9]=1)([CH3:4])([CH3:3])[CH3:2].[CH:29]([Li])([CH2:31]C)[CH3:30].C(Br)C=C. The catalyst is O1CCCC1.N1C2C(=CC=C3C=2N=CC=C3)C=CC=1. The product is [C:1]([O:5][C:6](=[O:28])[NH:7][C:8]1[C:17]([CH2:18][CH2:31][CH:29]=[CH2:30])=[C:16]2[C:11]([CH2:12][CH2:13][C@H:14]([C:19]([CH3:27])([CH3:26])[O:20][SiH2:21][C:22]([CH3:25])([CH3:24])[CH3:23])[O:15]2)=[CH:10][CH:9]=1)([CH3:3])([CH3:4])[CH3:2]. The yield is 0.750.